From a dataset of CYP3A4 inhibition data for predicting drug metabolism from PubChem BioAssay. Regression/Classification. Given a drug SMILES string, predict its absorption, distribution, metabolism, or excretion properties. Task type varies by dataset: regression for continuous measurements (e.g., permeability, clearance, half-life) or binary classification for categorical outcomes (e.g., BBB penetration, CYP inhibition). Dataset: cyp3a4_veith. (1) The molecule is CCCS(=O)(=O)N1CCCC(C(=O)NCCN(C)Cc2ccccc2)C1. The result is 0 (non-inhibitor). (2) The compound is COc1ccc(C(=O)NCc2ccc(-c3nc4ccccc4s3)cc2)cc1. The result is 1 (inhibitor). (3) The drug is NC(N)=NC[C@H](N)C(=O)O. The result is 0 (non-inhibitor). (4) The drug is Cc1cc(C)cc(N2C(=O)CC(Sc3nnnn3-c3ccccc3)C2=O)c1. The result is 1 (inhibitor). (5) The result is 0 (non-inhibitor). The compound is CC[N+](C)(CC)CCN1C(=O)c2ccccc2S1(=O)=O.